Dataset: Forward reaction prediction with 1.9M reactions from USPTO patents (1976-2016). Task: Predict the product of the given reaction. Given the reactants [CH3:1][Si:2]([CH3:19])([CH3:18])[CH2:3][CH2:4][O:5][CH2:6][N:7]1[C:11]([CH2:12][CH2:13][C:14]([O:16]C)=[O:15])=[N:10][N:9]=[N:8]1.[Li+].[OH-], predict the reaction product. The product is: [CH3:19][Si:2]([CH3:1])([CH3:18])[CH2:3][CH2:4][O:5][CH2:6][N:7]1[C:11]([CH2:12][CH2:13][C:14]([OH:16])=[O:15])=[N:10][N:9]=[N:8]1.